Multi-output Regression. Predict 5 antibody developability metrics. From a dataset of TAP: 5 developability metrics (CDR length, charge patches, hydrophobicity). (1) The antibody is ["['QVQLQQWGAGLLKPSETLSLTCAVYGGSFSGYYWSWIRQSPEKGLEWIGEINHGGYVTYNPSLESRVTISVDTSKNQFSLKLSSVTAADTAVYYCARDYGPGNYDWYFDLWGRGTLVTVSS'\\n 'EIVLTQSPATLSLSPGERATLSCRASQSVSSYLAWYQQKPGQAPRLLIYDASNRATGIPARFSGSGSGTDFTLTISSLEPEDFAVYYCQQRSNWPPALTFGGGTKVEIK']"]. Developability metrics: CDR_Length=50.0, PSH=136, PPC=0, PNC=0.177, SFvCSP=-0.900. (2) The antibody is ["['QVQLVQSGAEVKKPGSSVKVSCKASGYKFTRYVMHWVRQAPGQGLEWMGYINPYNDGTNYNEKFKGRVTITADKSTSTAYMELSSLRSEDTAVYYCARNWDTGLWGQGTTVTVSS'\\n 'DIQMTQSPSSLSASVGDRVTITCKASDHILKFLTWYQQKPGKAPKLLIYGATSLETGVPSRFSGSGSGTDFTLTISSLQPEDFATYYCQMYWSTPFTFGGGTKVEIK']"]. Developability metrics: CDR_Length=42.0, PSH=156, PPC=0.138, PNC=0.285, SFvCSP=10.7. (3) The antibody is ["['QVQLQQWGAGLLKPSETLSLTCAVYGGSFSGYYWSWIRQPPGKGLEWIGEINHSGSTNYNPSLKSRVTISVETSKNQFSLKLSSVTAADTAVYYCARDKWTWYFDLWGRGTLVTVSS'\\n 'DIEMTQSPDSLAVSLGERATINCRSSQSVLYSSSNRNYLAWYQQNPGQPPKLLIYWASTRESGVPDRFSGSGSGTDFTLTISSLQAEDVAVYYCQQYYSTPRTFGQGTKVEIK']"]. Developability metrics: CDR_Length=50.0, PSH=108, PPC=0.126, PNC=0.0774, SFvCSP=-6.10.